Dataset: Catalyst prediction with 721,799 reactions and 888 catalyst types from USPTO. Task: Predict which catalyst facilitates the given reaction. (1) Reactant: [N:1]1[C:10]2[C:5](=[CH:6][C:7]([C:11]([OH:13])=O)=[CH:8][CH:9]=2)[CH:4]=[CH:3][CH:2]=1.[Cl:14][C:15]1[CH:28]=[CH:27][C:18]([O:19][CH2:20][CH2:21][CH2:22][CH2:23][CH2:24][CH2:25][NH2:26])=[CH:17][CH:16]=1.F[P-](F)(F)(F)(F)F.N1(OC(N(C)C)=[N+](C)C)C2N=CC=CC=2N=N1.C(N(C(C)C)CC)(C)C. Product: [Cl:14][C:15]1[CH:28]=[CH:27][C:18]([O:19][CH2:20][CH2:21][CH2:22][CH2:23][CH2:24][CH2:25][NH:26][C:11]([C:7]2[CH:6]=[C:5]3[C:10](=[CH:9][CH:8]=2)[N:1]=[CH:2][CH:3]=[CH:4]3)=[O:13])=[CH:17][CH:16]=1. The catalyst class is: 9. (2) Product: [Br:22][C:5]1[S:1][C:2]([O:6][CH2:7][C:8]2[C:13]([CH3:14])=[CH:12][CH:11]=[CH:10][C:9]=2[N:15]2[C:19](=[O:20])[N:18]([CH3:21])[N:17]=[N:16]2)=[CH:3][CH:4]=1. Reactant: [S:1]1[CH:5]=[CH:4][CH:3]=[C:2]1[O:6][CH2:7][C:8]1[C:13]([CH3:14])=[CH:12][CH:11]=[CH:10][C:9]=1[N:15]1[C:19](=[O:20])[N:18]([CH3:21])[N:17]=[N:16]1.[Br:22]N1C(=O)CCC1=O.C(=O)(O)[O-].[Na+]. The catalyst class is: 22. (3) Reactant: O.[NH2:2][NH2:3].C1(C)C=CC(S(O)(=O)=O)=CC=1.[OH:15][C:16]1[CH:33]=[CH:32][C:31]2[C@@H:30]3[C@H:21]([C@H:22]4[C@@:26]([CH2:28][C@@H:29]3[C:34]3[CH:39]=[CH:38][C:37]([O:40][CH2:41][CH2:42][CH2:43][CH2:44][CH2:45][S:46]([CH2:49][CH2:50][CH2:51][C:52]([F:58])([F:57])[C:53]([F:56])([F:55])[F:54])(=[O:48])=[O:47])=[CH:36][CH:35]=3)([CH3:27])[C:25](=O)[CH2:24][CH2:23]4)[CH2:20][CH2:19][C:18]=2[CH:17]=1.C(=O)(O)[O-].[Na+]. Product: [OH:15][C:16]1[CH:33]=[CH:32][C:31]2[C@@H:30]3[C@H:21]([C@H:22]4[C@@:26]([CH2:28][C@@H:29]3[C:34]3[CH:39]=[CH:38][C:37]([O:40][CH2:41][CH2:42][CH2:43][CH2:44][CH2:45][S:46]([CH2:49][CH2:50][CH2:51][C:52]([F:58])([F:57])[C:53]([F:56])([F:55])[F:54])(=[O:48])=[O:47])=[CH:36][CH:35]=3)([CH3:27])[C:25](=[N:2][NH2:3])[CH2:24][CH2:23]4)[CH2:20][CH2:19][C:18]=2[CH:17]=1. The catalyst class is: 5. (4) Reactant: FC(F)(F)S(O[C:7]1[C@@:11]2([CH3:29])[CH2:12][CH2:13][C@H:14]3[C@H:23]([C@@H:10]2[CH2:9][CH:8]=1)[CH2:22][CH:21]=[C:20]1[C@:15]3([CH3:28])[CH2:16][CH2:17][C:18](=[O:27])[N:19]1[CH:24]1[CH2:26][CH2:25]1)(=O)=O.C([Sn](CCCC)(CCCC)[C:37]1[CH:42]=[CH:41][CH:40]=[CH:39][N:38]=1)CCC. Product: [CH:24]1([N:19]2[C:20]3[C@@:15]([CH3:28])([C@H:14]4[CH2:13][CH2:12][C@@:11]5([CH3:29])[C@@H:10]([CH2:9][CH:8]=[C:7]5[C:37]5[CH:42]=[CH:41][CH:40]=[CH:39][N:38]=5)[C@@H:23]4[CH2:22][CH:21]=3)[CH2:16][CH2:17][C:18]2=[O:27])[CH2:26][CH2:25]1. The catalyst class is: 128. (5) Reactant: CC([CH:5]1[CH2:10][C:9]([C:12]2[CH:17]=[CH:16][C:15]([O:18][CH2:19][CH2:20][CH2:21][N:22]3[CH2:27][CH2:26][CH2:25][C:24]([CH3:29])([CH3:28])[CH2:23]3)=[CH:14][CH:13]=2)(O)[CH2:8][CH2:7][N:6]1C([O-])=O)(C)C.Cl. Product: [CH3:28][C:24]1([CH3:29])[CH2:25][CH2:26][CH2:27][N:22]([CH2:21][CH2:20][CH2:19][O:18][C:15]2[CH:14]=[CH:13][C:12]([C:9]3[CH2:10][CH2:5][NH:6][CH2:7][CH:8]=3)=[CH:17][CH:16]=2)[CH2:23]1. The catalyst class is: 8.